From a dataset of Retrosynthesis with 50K atom-mapped reactions and 10 reaction types from USPTO. Predict the reactants needed to synthesize the given product. (1) Given the product COCC1(c2cccc(OC)c2)CCN(c2ccccc2OC)CC1, predict the reactants needed to synthesize it. The reactants are: CI.COc1cccc(C2(CO)CCN(c3ccccc3OC)CC2)c1. (2) Given the product C1COCC(C2N=NN=N2)N1, predict the reactants needed to synthesize it. The reactants are: CC(C)(C)OC(=O)N1CCOCC1C1N=NN=N1. (3) Given the product N#Cc1c(N)cc(C(=O)NCC2CCN(Cc3cnc(-c4ccccn4)s3)CC2)nc1Cl, predict the reactants needed to synthesize it. The reactants are: N#Cc1c(N)cc(C(=O)O)nc1Cl.NCC1CCN(Cc2cnc(-c3ccccn3)s2)CC1. (4) Given the product C[C@@H](c1cccc(C(C)(C)O[SiH2]C(C)(C)C)n1)N(CCc1ccccc1)C(=O)OC(C)(C)C, predict the reactants needed to synthesize it. The reactants are: CC(C)(C)OC(=O)OC(=O)OC(C)(C)C.C[C@H](NCCc1ccccc1)c1cccc(C(C)(C)O[SiH2]C(C)(C)C)n1.